This data is from Peptide-MHC class I binding affinity with 185,985 pairs from IEDB/IMGT. The task is: Regression. Given a peptide amino acid sequence and an MHC pseudo amino acid sequence, predict their binding affinity value. This is MHC class I binding data. (1) The MHC is HLA-B53:01 with pseudo-sequence HLA-B53:01. The peptide sequence is NPKASTISWM. The binding affinity (normalized) is 0.168. (2) The peptide sequence is FWAWSVLRV. The MHC is HLA-A68:02 with pseudo-sequence HLA-A68:02. The binding affinity (normalized) is 0.0847. (3) The MHC is HLA-A02:02 with pseudo-sequence HLA-A02:02. The peptide sequence is IITILQDIV. The binding affinity (normalized) is 0.379. (4) The peptide sequence is EIYKRWII. The MHC is HLA-B35:01 with pseudo-sequence HLA-B35:01. The binding affinity (normalized) is 0. (5) The peptide sequence is ETIEDYLGY. The MHC is HLA-A02:12 with pseudo-sequence HLA-A02:12. The binding affinity (normalized) is 0.0847. (6) The peptide sequence is KTIQGGLGW. The MHC is HLA-A02:01 with pseudo-sequence HLA-A02:01. The binding affinity (normalized) is 0.0847. (7) The peptide sequence is VVYIILAPK. The MHC is HLA-A31:01 with pseudo-sequence HLA-A31:01. The binding affinity (normalized) is 0.473. (8) The peptide sequence is GTEYRLTLY. The MHC is HLA-A01:01 with pseudo-sequence HLA-A01:01. The binding affinity (normalized) is 1.00. (9) The peptide sequence is DYDCVSFCY. The MHC is HLA-A30:02 with pseudo-sequence HLA-A30:02. The binding affinity (normalized) is 0.330. (10) The peptide sequence is LHINVELSL. The MHC is HLA-B38:01 with pseudo-sequence HLA-B38:01. The binding affinity (normalized) is 0.380.